Dataset: Blood-brain barrier penetration binary classification data from Martins et al.. Task: Regression/Classification. Given a drug SMILES string, predict its absorption, distribution, metabolism, or excretion properties. Task type varies by dataset: regression for continuous measurements (e.g., permeability, clearance, half-life) or binary classification for categorical outcomes (e.g., BBB penetration, CYP inhibition). Dataset: bbb_martins. (1) The compound is C[C@H]1C[C@H]2[C@@H]3CCC4=CC(=O)C=C[C@]4(C)[C@@]3(F)C(=O)C[C@]2(C)[C@@]1(O)C(=O)CCl. The result is 1 (penetrates BBB). (2) The molecule is Nc1nc(/C(=C/CC(=O)O)C(=O)N[C@@H]2C(=O)N3C(C(=O)O)=CCS[C@H]23)cs1.O.O. The result is 0 (does not penetrate BBB). (3) The compound is COC(=O)C(c1ccccc1)C1CCCCN1. The result is 1 (penetrates BBB).